This data is from Forward reaction prediction with 1.9M reactions from USPTO patents (1976-2016). The task is: Predict the product of the given reaction. (1) Given the reactants [CH2:1]([OH:6])[CH2:2][CH2:3][CH2:4][CH3:5].[C:7]1([CH3:13])[CH:12]=[CH:11][CH:10]=[CH:9][CH:8]=1.C(OOC(C)(C)C)(C)(C)C, predict the reaction product. The product is: [C:7]1([CH2:13][O:6][CH2:1][CH2:2][CH2:3][CH2:4][CH3:5])[CH:12]=[CH:11][CH:10]=[CH:9][CH:8]=1. (2) Given the reactants [Br:1][C:2]1[CH:14]=[CH:13][C:5]2[C:6]3[N:10]=[CH:9][NH:8][C:7]=3[CH:11]=[CH:12][C:4]=2[CH:3]=1.[F:15][C:16]([F:28])([F:27])[O:17][C:18]1[CH:23]=[CH:22][C:21](B(O)O)=[CH:20][CH:19]=1.C(N(CC)CC)C, predict the reaction product. The product is: [Br:1][C:2]1[CH:14]=[CH:13][C:5]2[C:6]3[N:10]=[CH:9][N:8]([C:21]4[CH:20]=[CH:19][C:18]([O:17][C:16]([F:15])([F:27])[F:28])=[CH:23][CH:22]=4)[C:7]=3[CH:11]=[CH:12][C:4]=2[CH:3]=1. (3) Given the reactants [CH3:1][C:2]1[C:6]2[C:7](=[O:20])[N:8]([CH2:12][CH2:13][N:14]3[CH2:19][CH2:18][CH2:17][CH2:16][CH2:15]3)[CH2:9][CH2:10][CH2:11][C:5]=2[NH:4][C:3]=1[CH:21]=O.[CH3:23][C:24]1[CH:32]=[CH:31][CH:30]=[C:29]2[C:25]=1[CH2:26][C:27](=[O:33])[NH:28]2, predict the reaction product. The product is: [CH3:1][C:2]1[C:6]2[C:7](=[O:20])[N:8]([CH2:12][CH2:13][N:14]3[CH2:19][CH2:18][CH2:17][CH2:16][CH2:15]3)[CH2:9][CH2:10][CH2:11][C:5]=2[NH:4][C:3]=1[CH:21]=[C:26]1[C:25]2[C:29](=[CH:30][CH:31]=[CH:32][C:24]=2[CH3:23])[NH:28][C:27]1=[O:33]. (4) The product is: [CH2:7]([N:6]1[C:4](=[O:5])[C:3]2[C:2](=[CH:18][CH:17]=[CH:16][CH:15]=2)[N:1]=[CH:19]1)[CH2:8][C:9]1[CH:10]=[CH:11][CH:12]=[CH:13][CH:14]=1. Given the reactants [NH2:1][C:2]1[CH:18]=[CH:17][CH:16]=[CH:15][C:3]=1[C:4]([NH:6][CH2:7][CH2:8][C:9]1[CH:14]=[CH:13][CH:12]=[CH:11][CH:10]=1)=[O:5].[CH:19]([O-])([O-])[O-], predict the reaction product. (5) Given the reactants F[C:2]1[CH:3]=[CH:4][C:5](OC)=[C:6]([CH:8](O)[C:9]#CC2C=CC=CC=2)[CH:7]=1.[CH3:20][O:21][C:22]1[CH:29]=[C:28]([O:30][CH3:31])[C:27]([Br:32])=[CH:26][C:23]=1[CH:24]=[O:25], predict the reaction product. The product is: [Br:32][C:27]1[C:28]([O:30][CH3:31])=[CH:29][C:22]([O:21][CH3:20])=[C:23]([CH:24]([OH:25])[C:9]#[C:8][C:6]2[CH:7]=[CH:2][CH:3]=[CH:4][CH:5]=2)[CH:26]=1. (6) Given the reactants [NH2:1][C:2]1[C:11]([N:12]2[CH2:17][CH2:16][O:15][CH2:14][CH2:13]2)=[CH:10][C:9]2[C:4](=[CH:5][CH:6]=[C:7]([C:18]3[C:23](Cl)=[CH:22][CH:21]=[CH:20][C:19]=3[C:25]([N:27]3[CH2:31][CH2:30][CH2:29][CH2:28]3)=[O:26])[CH:8]=2)[N:3]=1.C1(P(C2CCCCC2)C2C=CC=CC=2[C:45]2[C:50]([CH:51]([CH3:53])[CH3:52])=[CH:45][C:50]([CH:51]([CH3:53])[CH3:52])=[CH:45][C:50]=2[CH:51]([CH3:53])[CH3:52])CCCCC1.[C:66](=O)([O-])[O-].[Cs+].[Cs+].C#CCCCC, predict the reaction product. The product is: [NH2:1][C:2]1[C:11]([N:12]2[CH2:17][CH2:16][O:15][CH2:14][CH2:13]2)=[CH:10][C:9]2[C:4](=[CH:5][CH:6]=[C:7]([C:18]3[C:23]([C:45]#[C:50][C:51]([CH3:52])([CH3:53])[CH3:66])=[CH:22][CH:21]=[CH:20][C:19]=3[C:25]([N:27]3[CH2:31][CH2:30][CH2:29][CH2:28]3)=[O:26])[CH:8]=2)[N:3]=1.